Predict the product of the given reaction. From a dataset of Forward reaction prediction with 1.9M reactions from USPTO patents (1976-2016). (1) Given the reactants [NH2:1][C:2]1[N:7]=[CH:6][N:5]=[C:4]([NH:8][C@H:9]([C:11]2[N:16]([C:17]3[CH:22]=[CH:21][CH:20]=[CH:19][CH:18]=3)[C:15](=[O:23])[C:14]3=[C:24]([CH3:27])[CH:25]=[CH:26][N:13]3[N:12]=2)[CH3:10])[C:3]=1Br.[CH2:29]([C:31]1[C:36]([NH:37][S:38]([C:41]2[CH:46]=[CH:45][C:44]([O:47][CH3:48])=[CH:43][CH:42]=2)(=[O:40])=[O:39])=[CH:35][C:34](B2OC(C)(C)C(C)(C)O2)=[CH:33][N:32]=1)[CH3:30].C(=O)([O-])[O-].[Cs+].[Cs+], predict the reaction product. The product is: [NH2:1][C:2]1[C:3]([C:34]2[CH:35]=[C:36]([NH:37][S:38]([C:41]3[CH:42]=[CH:43][C:44]([O:47][CH3:48])=[CH:45][CH:46]=3)(=[O:40])=[O:39])[C:31]([CH2:29][CH3:30])=[N:32][CH:33]=2)=[C:4]([NH:8][C@H:9]([C:11]2[N:16]([C:17]3[CH:22]=[CH:21][CH:20]=[CH:19][CH:18]=3)[C:15](=[O:23])[C:14]3=[C:24]([CH3:27])[CH:25]=[CH:26][N:13]3[N:12]=2)[CH3:10])[N:5]=[CH:6][N:7]=1. (2) Given the reactants [I-].[CH:2]([P+](C1C=CC=CC=1)(C1C=CC=CC=1)C1C=CC=CC=1)([CH3:4])[CH3:3].CC(C)([O-])C.[K+].[Br:30][C:31]1[CH:38]=[CH:37][C:34]([CH:35]=O)=[C:33]([F:39])[CH:32]=1.[Cl-].[NH4+], predict the reaction product. The product is: [Br:30][C:31]1[CH:38]=[CH:37][C:34]([CH:35]=[C:2]([CH3:4])[CH3:3])=[C:33]([F:39])[CH:32]=1. (3) Given the reactants [OH:1][CH2:2][C:3]1[CH:7]=[C:6]([NH:8][C:9](=[O:16])[C:10]2[CH:15]=[CH:14][CH:13]=[CH:12][CH:11]=2)[N:5]([C:17]2[CH:22]=[CH:21][CH:20]=[CH:19][CH:18]=2)[N:4]=1.C(N(CC)CC)C.O, predict the reaction product. The product is: [CH:2]([C:3]1[CH:7]=[C:6]([NH:8][C:9](=[O:16])[C:10]2[CH:15]=[CH:14][CH:13]=[CH:12][CH:11]=2)[N:5]([C:17]2[CH:22]=[CH:21][CH:20]=[CH:19][CH:18]=2)[N:4]=1)=[O:1]. (4) Given the reactants C[O:2][C:3]1[CH:12]=[C:11]2[C:6]([CH2:7][CH2:8][C:9](=[O:13])[CH2:10]2)=[CH:5][CH:4]=1.C1(S)C=CC=CC=1.C([O-])([O-])=O.[K+].[K+].[OH-].[Na+], predict the reaction product. The product is: [OH:2][C:3]1[CH:12]=[C:11]2[C:6]([CH2:7][CH2:8][C:9](=[O:13])[CH2:10]2)=[CH:5][CH:4]=1. (5) Given the reactants CC(C)=O.[CH3:5][O:6][C:7]1[CH:8]=[CH:9][CH:10]=[CH:11][C:12]=1[O:13][CH2:14][CH2:15][NH:16][CH2:17][CH:18]([OH:34])[CH2:19][O:20][C:21]1[CH:22]=[CH:23][CH:24]=[C:25]2[NH:33][C:32]3[CH:31]=[CH:30][CH:29]=[CH:28][C:27]=3[C:26]=12.[C:35]([OH:43])(=[O:42])[C:36]1[CH:41]=[CH:40][CH:39]=[CH:38][CH:37]=1, predict the reaction product. The product is: [CH3:5][O:6][C:7]1[CH:8]=[CH:9][CH:10]=[CH:11][C:12]=1[O:13][CH2:14][CH2:15][NH:16][CH2:17][CH:18]([OH:34])[CH2:19][O:20][C:21]1[CH:22]=[CH:23][CH:24]=[C:25]2[NH:33][C:32]3[CH:31]=[CH:30][CH:29]=[CH:28][C:27]=3[C:26]=12.[C:35]([O-:43])(=[O:42])[C:36]1[CH:41]=[CH:40][CH:39]=[CH:38][CH:37]=1.